Dataset: Reaction yield outcomes from USPTO patents with 853,638 reactions. Task: Predict the reaction yield, written as a fraction of the theoretical maximum amount of product (1.0 means a 100% yield; for example, 0.34 means a 34% yield). The reactants are Cl.[N:2]1([C:8]2[N:13]=[CH:12][C:11]([NH:14][C:15]([C:17]3[O:21][C:20]([NH:22][C:23]4[CH:24]=[C:25]([CH:33]=[CH:34][CH:35]=4)[C:26]([O:28]C(C)(C)C)=[O:27])=[N:19][N:18]=3)=[O:16])=[CH:10][CH:9]=2)[CH2:7][CH2:6][O:5][CH2:4][CH2:3]1. The catalyst is O1CCOCC1. The product is [N:2]1([C:8]2[N:13]=[CH:12][C:11]([NH:14][C:15]([C:17]3[O:21][C:20]([NH:22][C:23]4[CH:24]=[C:25]([CH:33]=[CH:34][CH:35]=4)[C:26]([OH:28])=[O:27])=[N:19][N:18]=3)=[O:16])=[CH:10][CH:9]=2)[CH2:7][CH2:6][O:5][CH2:4][CH2:3]1. The yield is 0.990.